This data is from Full USPTO retrosynthesis dataset with 1.9M reactions from patents (1976-2016). The task is: Predict the reactants needed to synthesize the given product. Given the product [NH2:1][C:4]1[CH:28]=[CH:27][C:7]([C:8]([N:10]=[C:11]2[N:15]([CH:16]([CH2:21][CH3:22])[C:17]([O:19][CH3:20])=[O:18])[C:14]3[CH:23]=[CH:24][CH:25]=[CH:26][C:13]=3[S:12]2)=[O:9])=[CH:6][CH:5]=1, predict the reactants needed to synthesize it. The reactants are: [N+:1]([C:4]1[CH:28]=[CH:27][C:7]([C:8]([N:10]=[C:11]2[N:15]([CH:16]([CH2:21][CH3:22])[C:17]([O:19][CH3:20])=[O:18])[C:14]3[CH:23]=[CH:24][CH:25]=[CH:26][C:13]=3[S:12]2)=[O:9])=[CH:6][CH:5]=1)([O-])=O.